From a dataset of Forward reaction prediction with 1.9M reactions from USPTO patents (1976-2016). Predict the product of the given reaction. (1) Given the reactants [CH2:1]([O:3][C:4]([N:6]1[C:15]2[C:10](=[N:11][C:12]([O:16][CH3:17])=[CH:13][CH:14]=2)[C@@H:9]([NH:18][C:19]2[N:24]=[C:23]([CH2:25][C:26]3[CH:31]=[C:30]([C:32]([F:35])([F:34])[F:33])[CH:29]=[C:28]([C:36]([F:39])([F:38])[F:37])[CH:27]=3)[C:22]([O:40][CH2:41][CH:42]3[CH2:46][O:45]C(C)(C)[O:43]3)=[CH:21][N:20]=2)[CH2:8][C@H:7]1[CH2:49][CH3:50])=[O:5])[CH3:2].Cl.C(=O)([O-])O.[Na+], predict the reaction product. The product is: [CH2:1]([O:3][C:4]([N:6]1[C:15]2[C:10](=[N:11][C:12]([O:16][CH3:17])=[CH:13][CH:14]=2)[C@@H:9]([NH:18][C:19]2[N:24]=[C:23]([CH2:25][C:26]3[CH:31]=[C:30]([C:32]([F:33])([F:34])[F:35])[CH:29]=[C:28]([C:36]([F:38])([F:37])[F:39])[CH:27]=3)[C:22]([O:40][CH2:41][CH:42]([OH:43])[CH2:46][OH:45])=[CH:21][N:20]=2)[CH2:8][C@H:7]1[CH2:49][CH3:50])=[O:5])[CH3:2]. (2) Given the reactants [OH-].[Li+].[CH2:3]([O:5][C:6]1[CH:11]=[CH:10][C:9]([C:12]2[C:17]([F:18])=[CH:16][N:15]([CH2:19][CH2:20][C@@:21]([CH3:31])([S:27]([CH3:30])(=[O:29])=[O:28])[C:22]([O:24]CC)=[O:23])[C:14](=[O:32])[CH:13]=2)=[CH:8][CH:7]=1)[CH3:4].Cl, predict the reaction product. The product is: [CH2:3]([O:5][C:6]1[CH:11]=[CH:10][C:9]([C:12]2[C:17]([F:18])=[CH:16][N:15]([CH2:19][CH2:20][C@@:21]([CH3:31])([S:27]([CH3:30])(=[O:28])=[O:29])[C:22]([OH:24])=[O:23])[C:14](=[O:32])[CH:13]=2)=[CH:8][CH:7]=1)[CH3:4]. (3) Given the reactants [F:1][CH2:2][C:3]1([CH2:11][F:12])[O:8][CH2:7][CH:6]([CH2:9][OH:10])[CH2:5][O:4]1.[H-].[Na+].Cl[C:16]1[CH:21]=[CH:20][N+:19]([O-:22])=[C:18]([CH3:23])[C:17]=1[CH3:24], predict the reaction product. The product is: [F:1][CH2:2][C:3]1([CH2:11][F:12])[O:4][CH2:5][CH:6]([CH2:9][O:10][C:16]2[CH:21]=[CH:20][N+:19]([O-:22])=[C:18]([CH3:23])[C:17]=2[CH3:24])[CH2:7][O:8]1. (4) Given the reactants [NH:1]1[CH2:5][CH2:4][CH2:3][CH2:2]1.[CH3:6][C:7]([NH:15][C:16]([C:18]1[S:41][C:21]2[N:22](C(OCC)=O)[N:23]=[C:24]([NH:25][C:26](=[O:35])[C:27]3[CH:32]=[CH:31][C:30]([CH2:33]Cl)=[CH:29][CH:28]=3)[C:20]=2[CH:19]=1)=[O:17])([C:9]1[CH:14]=[CH:13][CH:12]=[CH:11][CH:10]=1)[CH3:8], predict the reaction product. The product is: [CH3:8][C:7]([NH:15][C:16]([C:18]1[S:41][C:21]2[NH:22][N:23]=[C:24]([NH:25][C:26](=[O:35])[C:27]3[CH:32]=[CH:31][C:30]([CH2:33][N:1]4[CH2:5][CH2:4][CH2:3][CH2:2]4)=[CH:29][CH:28]=3)[C:20]=2[CH:19]=1)=[O:17])([C:9]1[CH:10]=[CH:11][CH:12]=[CH:13][CH:14]=1)[CH3:6]. (5) Given the reactants [CH:1]([CH:3]1[CH2:8][CH2:7][N:6]([C:9]([O:11][C:12]([CH3:15])([CH3:14])[CH3:13])=[O:10])[CH2:5][CH2:4]1)=[CH2:2].Br[C:17]1[CH:22]=[CH:21][C:20]([N+:23]([O-:25])=[O:24])=[CH:19][CH:18]=1.C(N(CC)CC)C, predict the reaction product. The product is: [N+:23]([C:20]1[CH:21]=[CH:22][C:17](/[CH:2]=[CH:1]/[CH:3]2[CH2:4][CH2:5][N:6]([C:9]([O:11][C:12]([CH3:15])([CH3:14])[CH3:13])=[O:10])[CH2:7][CH2:8]2)=[CH:18][CH:19]=1)([O-:25])=[O:24]. (6) Given the reactants [CH3:1][C:2]1[C:9]([CH3:10])=[C:8]([O:11][CH3:12])[CH:7]=[CH:6][C:3]=1[CH:4]=O.[C:13](Br)(Br)([Br:15])[Br:14].C1(P(C2C=CC=CC=2)C2C=CC=CC=2)C=CC=CC=1, predict the reaction product. The product is: [Br:14][C:13]([Br:15])=[CH:4][C:3]1[CH:6]=[CH:7][C:8]([O:11][CH3:12])=[C:9]([CH3:10])[C:2]=1[CH3:1]. (7) Given the reactants Br[C:2]1[CH:7]=[CH:6][C:5]([C:8]2[CH:23]=[C:11]3[N:12]=[C:13]([Cl:22])[CH:14]=[C:15]([N:16]4[CH2:21][CH2:20][O:19][CH2:18][CH2:17]4)[N:10]3[N:9]=2)=[CH:4][CH:3]=1.CC(C)([O-])C.[Na+].C(P(C(C)(C)C)C(C)(C)C)(C)(C)C.[CH3:43][O:44][CH2:45][CH2:46][NH2:47], predict the reaction product. The product is: [Cl:22][C:13]1[CH:14]=[C:15]([N:16]2[CH2:21][CH2:20][O:19][CH2:18][CH2:17]2)[N:10]2[N:9]=[C:8]([C:5]3[CH:6]=[CH:7][C:2]([NH:47][CH2:46][CH2:45][O:44][CH3:43])=[CH:3][CH:4]=3)[CH:23]=[C:11]2[N:12]=1.